Dataset: Catalyst prediction with 721,799 reactions and 888 catalyst types from USPTO. Task: Predict which catalyst facilitates the given reaction. (1) Reactant: [CH3:1][O:2][C:3]1[CH:4]=[C:5]([CH2:17][CH2:18][NH2:19])[CH:6]=[CH:7][C:8]=1[O:9][CH2:10][C:11]1[CH:16]=[CH:15][CH:14]=[CH:13][CH:12]=1.C(N(CC)CC)C.O1CCCC1.[CH3:32][C:33]1[CH:38]=[CH:37][C:36]([CH2:39][C:40](Cl)=[O:41])=[CH:35][CH:34]=1. Product: [CH2:10]([O:9][C:8]1[CH:7]=[CH:6][C:5]([CH2:17][CH2:18][NH:19][C:40](=[O:41])[CH2:39][C:36]2[CH:37]=[CH:38][C:33]([CH3:32])=[CH:34][CH:35]=2)=[CH:4][C:3]=1[O:2][CH3:1])[C:11]1[CH:12]=[CH:13][CH:14]=[CH:15][CH:16]=1. The catalyst class is: 6. (2) Reactant: C([O:3][C:4](=[O:31])[C:5]1[CH:10]=[C:9]([C:11]2[CH:16]=[CH:15][CH:14]=[C:13]([CH:17]=[O:18])[CH:12]=2)[C:8]([O:19][CH2:20][O:21][CH3:22])=[C:7]([C:23]2[CH:28]=[CH:27][CH:26]=[C:25]([CH:29]=[O:30])[CH:24]=2)[CH:6]=1)C.CO.[OH-].[K+]. Product: [CH:17]([C:13]1[CH:12]=[C:11]([C:9]2[CH:10]=[C:5]([CH:6]=[C:7]([C:23]3[CH:28]=[CH:27][CH:26]=[C:25]([CH:29]=[O:30])[CH:24]=3)[C:8]=2[O:19][CH2:20][O:21][CH3:22])[C:4]([OH:31])=[O:3])[CH:16]=[CH:15][CH:14]=1)=[O:18]. The catalyst class is: 126.